Dataset: Full USPTO retrosynthesis dataset with 1.9M reactions from patents (1976-2016). Task: Predict the reactants needed to synthesize the given product. (1) Given the product [Cl:2][CH2:3][CH2:4][C:5]1[C:10](=[O:11])[N:9]2[CH2:12][CH2:13][CH2:14][CH:15]([OH:16])[C:8]2=[N:7][C:6]=1[CH3:17], predict the reactants needed to synthesize it. The reactants are: Cl.[Cl:2][CH2:3][CH2:4][C:5]1[C:10](=[O:11])[N:9]2[CH:12]=[CH:13][CH:14]=[C:15]([OH:16])[C:8]2=[N:7][C:6]=1[CH3:17].[H][H]. (2) Given the product [CH2:1]([C@@H:8]1[CH2:12][O:11][C:10](=[O:13])[N:9]1[C:14]([CH:15]([CH2:16][CH2:17][CH2:18][O:19][CH2:20][C:21]1[CH:26]=[CH:25][CH:24]=[CH:23][CH:22]=1)[CH2:39][C:40]([O:42][C:43]([CH3:46])([CH3:45])[CH3:44])=[O:41])=[O:27])[C:2]1[CH:3]=[CH:4][CH:5]=[CH:6][CH:7]=1, predict the reactants needed to synthesize it. The reactants are: [CH2:1]([C@@H:8]1[CH2:12][O:11][C:10](=[O:13])[N:9]1[C:14](=[O:27])[CH2:15][CH2:16][CH2:17][CH2:18][O:19][CH2:20][C:21]1[CH:26]=[CH:25][CH:24]=[CH:23][CH:22]=1)[C:2]1[CH:7]=[CH:6][CH:5]=[CH:4][CH:3]=1.C[Si](C)(C)N[Si](C)(C)C.[Na].Br[CH2:39][C:40]([O:42][C:43]([CH3:46])([CH3:45])[CH3:44])=[O:41].CN(C)CCNC. (3) Given the product [C:16]1([CH2:15][CH2:14][CH2:13][CH2:12][CH2:11][CH2:10][C:9]([C:22]2[O:23][C:24]([C:27]3[CH:36]=[CH:35][C:30]([C:31]([O:33][CH3:34])=[O:32])=[CH:29][CH:28]=3)=[CH:25][N:26]=2)=[O:8])[CH:21]=[CH:20][CH:19]=[CH:18][CH:17]=1, predict the reactants needed to synthesize it. The reactants are: [Si]([O:8][CH:9]([C:22]1[O:23][C:24]([C:27]2[CH:36]=[CH:35][C:30]([C:31]([O:33][CH3:34])=[O:32])=[CH:29][CH:28]=2)=[CH:25][N:26]=1)[CH2:10][CH2:11][CH2:12][CH2:13][CH2:14][CH2:15][C:16]1[CH:21]=[CH:20][CH:19]=[CH:18][CH:17]=1)(C(C)(C)C)(C)C.[Si](OC(C1OC([Sn](CCCC)(CCCC)CCCC)=CN=1)CCCCCCC1C=CC=CC=1)(C(C)(C)C)(C)C.BrC1C=CC(C(OC)=O)=CC=1. (4) The reactants are: C([O:4][C@H:5]1[C@@H:9]([O:10]C(=O)C)[C@H:8]([N:14]2[CH:22]=[N:21][C:20]3[C:15]2=[N:16][C:17]([CH2:38][NH:39][C:40]([NH:42][CH2:43][CH2:44][N:45]2[CH2:50][CH2:49][CH2:48][CH2:47][CH2:46]2)=[O:41])=[N:18][C:19]=3[NH:23][CH2:24][CH:25]([C:32]2[CH:37]=[CH:36][CH:35]=[CH:34][CH:33]=2)[C:26]2[CH:31]=[CH:30][CH:29]=[CH:28][CH:27]=2)[O:7][C@@H:6]1[CH2:51][O:52]C(=O)C)(=O)C.N. Given the product [NH3:14].[OH:10][C@@H:9]1[C@H:5]([OH:4])[C@@H:6]([CH2:51][OH:52])[O:7][C@H:8]1[N:14]1[CH:22]=[N:21][C:20]2[C:15]1=[N:16][C:17]([CH2:38][NH:39][C:40]([NH:42][CH2:43][CH2:44][N:45]1[CH2:50][CH2:49][CH2:48][CH2:47][CH2:46]1)=[O:41])=[N:18][C:19]=2[NH:23][CH2:24][CH:25]([C:32]1[CH:37]=[CH:36][CH:35]=[CH:34][CH:33]=1)[C:26]1[CH:27]=[CH:28][CH:29]=[CH:30][CH:31]=1, predict the reactants needed to synthesize it. (5) Given the product [CH:13](=[N:3]/[NH:2][C:4]1[CH:12]=[CH:11][CH:10]=[CH:9][C:5]=1[C:6]([OH:8])=[O:7])\[C:14]1[CH:19]=[CH:18][CH:17]=[CH:16][CH:15]=1, predict the reactants needed to synthesize it. The reactants are: Cl.[NH:2]([C:4]1[CH:12]=[CH:11][CH:10]=[CH:9][C:5]=1[C:6]([OH:8])=[O:7])[NH2:3].[CH:13](=O)[C:14]1[CH:19]=[CH:18][CH:17]=[CH:16][CH:15]=1. (6) Given the product [F:1][C:2]1[CH:10]=[CH:9][CH:8]=[C:7]2[C:3]=1[CH2:4][CH2:5][N:6]2[C:11](=[O:21])[CH2:12][C:13]1[NH:18][C:17](=[O:19])[CH:16]=[C:15]([C:28]2[CH:27]=[CH:26][N:25]=[C:24]([O:23][CH3:22])[CH:29]=2)[N:14]=1, predict the reactants needed to synthesize it. The reactants are: [F:1][C:2]1[CH:10]=[CH:9][CH:8]=[C:7]2[C:3]=1[CH2:4][CH2:5][N:6]2[C:11](=[O:21])[CH2:12][C:13]1[NH:18][C:17](=[O:19])[CH:16]=[C:15](Cl)[N:14]=1.[CH3:22][O:23][C:24]1[CH:29]=[C:28](B2OC(C)(C)C(C)(C)O2)[CH:27]=[CH:26][N:25]=1. (7) Given the product [F:1][C:2]1[CH:33]=[C:32]([F:34])[CH:31]=[CH:30][C:3]=1[O:4][C:5]1[N:10]=[C:9]2[NH:11][N:12]=[C:13]([CH:14]=[CH:15][C:16]3[CH:21]=[CH:20][CH:19]=[CH:18][CH:17]=3)[C:8]2=[CH:7][N:6]=1, predict the reactants needed to synthesize it. The reactants are: [F:1][C:2]1[CH:33]=[C:32]([F:34])[CH:31]=[CH:30][C:3]=1[O:4][C:5]1[N:10]=[C:9]2[N:11](COCC[Si](C)(C)C)[N:12]=[C:13]([CH:14]=[CH:15][C:16]3[CH:21]=[CH:20][CH:19]=[CH:18][CH:17]=3)[C:8]2=[CH:7][N:6]=1.Cl. (8) Given the product [Cl:12][C:13]1[CH:18]=[C:17]([Cl:19])[CH:16]=[CH:15][C:14]=1[S:20]([NH:9][C:5]1[C:4]([O:10][CH3:11])=[N:3][C:2]([Cl:1])=[C:7]([Cl:8])[N:6]=1)(=[O:22])=[O:21], predict the reactants needed to synthesize it. The reactants are: [Cl:1][C:2]1[N:3]=[C:4]([O:10][CH3:11])[C:5]([NH2:9])=[N:6][C:7]=1[Cl:8].[Cl:12][C:13]1[CH:18]=[C:17]([Cl:19])[CH:16]=[CH:15][C:14]=1[S:20](Cl)(=[O:22])=[O:21]. (9) Given the product [OH:1][CH:2]([CH2:16][CH2:17][CH2:18][CH2:19][CH2:20][CH3:21])[CH2:3][CH2:4][CH2:5][CH2:6][CH2:7][CH2:8][CH2:9][CH2:10][CH2:11][CH2:12][C:13]([NH:58][CH2:57][CH2:56][C:53]1[C:49]2[C:48](=[CH:47][CH:46]=[C:51]([OH:52])[CH:50]=2)[NH:55][CH:54]=1)=[O:15], predict the reactants needed to synthesize it. The reactants are: [OH:1][CH:2]([CH2:16][CH2:17][CH2:18][CH2:19][CH2:20][CH3:21])[CH2:3][CH2:4][CH2:5][CH2:6][CH2:7][CH2:8][CH2:9][CH2:10][CH:11]=[CH:12][C:13]([OH:15])=O.CN(C(ON1N=NC2C=CC=NC1=2)=[N+](C)C)C.F[P-](F)(F)(F)(F)F.[CH:46]1[C:51]([OH:52])=[CH:50][C:49]2[C:53]([CH2:56][CH2:57][NH2:58])=[CH:54][NH:55][C:48]=2[CH:47]=1.Cl.O.